The task is: Predict the reactants needed to synthesize the given product.. This data is from Full USPTO retrosynthesis dataset with 1.9M reactions from patents (1976-2016). (1) Given the product [CH3:38][O:6][C:4](=[O:5])[C:3]1[CH:7]=[CH:8][C:9]([NH:11][C:12]([C:14]2[CH:22]=[C:21]3[C:17]([CH2:18][CH2:19][NH:20]3)=[C:16]([O:36][CH3:37])[CH:15]=2)=[O:13])=[CH:10][C:2]=1[Cl:1], predict the reactants needed to synthesize it. The reactants are: [Cl:1][C:2]1[CH:10]=[C:9]([NH:11][C:12]([C:14]2[CH:22]=[C:21]3[C:17]([CH2:18][CH2:19][N:20]3S(C3C=CC=C(C(F)(F)F)C=3)(=O)=O)=[C:16]([O:36][CH3:37])[CH:15]=2)=[O:13])[CH:8]=[CH:7][C:3]=1[C:4]([OH:6])=[O:5].[CH3:38]OC(=O)C1C=CC(N)=CC=1Cl. (2) Given the product [NH2:43][C:34](=[O:36])[CH2:33][C:28]1[CH:29]=[CH:30][CH:31]=[CH:32][C:27]=1[CH2:26][CH2:25][C:23]1[C:22]([C:37]([F:39])([F:38])[F:40])=[CH:21][N:20]=[C:19]([NH:18][C:13]2[CH:14]=[C:15]3[C:10](=[CH:11][CH:12]=2)[CH2:9][N:8]([C:6]([O:5][C:1]([CH3:2])([CH3:4])[CH3:3])=[O:7])[CH2:17][CH2:16]3)[N:24]=1, predict the reactants needed to synthesize it. The reactants are: [C:1]([O:5][C:6]([N:8]1[CH2:17][CH2:16][C:15]2[C:10](=[CH:11][CH:12]=[C:13]([NH:18][C:19]3[N:24]=[C:23]([CH2:25][CH2:26][C:27]4[CH:32]=[CH:31][CH:30]=[CH:29][C:28]=4[CH2:33][C:34]([O-:36])=O)[C:22]([C:37]([F:40])([F:39])[F:38])=[CH:21][N:20]=3)[CH:14]=2)[CH2:9]1)=[O:7])([CH3:4])([CH3:3])[CH3:2].[Li+].C[N:43](C(ON1N=NC2C=CC=NC1=2)=[N+](C)C)C.F[P-](F)(F)(F)(F)F.C(=O)([O-])[O-].[NH4+].[NH4+].CCN(C(C)C)C(C)C.C(=O)(O)[O-].[Na+]. (3) Given the product [CH3:20][C@@:10]([S:16]([CH3:19])(=[O:17])=[O:18])([CH2:9][CH2:8][N:4]1[CH:3]=[C:2]([CH3:1])[CH:6]=[N:5]1)[C:11]([O:13][CH2:14][CH3:15])=[O:12], predict the reactants needed to synthesize it. The reactants are: [CH3:1][C:2]1[CH:3]=[N:4][NH:5][CH:6]=1.Br[CH2:8][CH2:9][C@@:10]([CH3:20])([S:16]([CH3:19])(=[O:18])=[O:17])[C:11]([O:13][CH2:14][CH3:15])=[O:12].C(=O)([O-])[O-].[Cs+].[Cs+].